Dataset: Catalyst prediction with 721,799 reactions and 888 catalyst types from USPTO. Task: Predict which catalyst facilitates the given reaction. Reactant: [BH4-].[Li+].[Cl:3][C:4]1[C:12]2[N:11]=[C:10]([NH:13][C:14]3[C:15]([O:20][CH3:21])=[N:16][CH:17]=[CH:18][CH:19]=3)[N:9]([CH2:22][CH2:23][CH2:24][C:25](OCC)=[O:26])[C:8]=2[C:7]([CH:30]([CH2:33][CH3:34])[CH2:31][CH3:32])=[CH:6][CH:5]=1. Product: [Cl:3][C:4]1[C:12]2[N:11]=[C:10]([NH:13][C:14]3[C:15]([O:20][CH3:21])=[N:16][CH:17]=[CH:18][CH:19]=3)[N:9]([CH2:22][CH2:23][CH2:24][CH2:25][OH:26])[C:8]=2[C:7]([CH:30]([CH2:33][CH3:34])[CH2:31][CH3:32])=[CH:6][CH:5]=1. The catalyst class is: 7.